From a dataset of Reaction yield outcomes from USPTO patents with 853,638 reactions. Predict the reaction yield, written as a fraction of the theoretical maximum amount of product (1.0 means a 100% yield; for example, 0.34 means a 34% yield). (1) The yield is 0.728. The catalyst is CN(C)C=O.C(OCC)(=O)C.O. The product is [NH2:16][C:17]1[CH:25]=[CH:24][C:20]([C:21]([NH:13][CH2:12][C:10]2[S:11][C:7]([O:6][C:5]3[CH:14]=[CH:15][C:2]([F:1])=[CH:3][CH:4]=3)=[CH:8][CH:9]=2)=[O:22])=[CH:19][N:18]=1. The reactants are [F:1][C:2]1[CH:15]=[CH:14][C:5]([O:6][C:7]2[S:11][C:10]([CH2:12][NH2:13])=[CH:9][CH:8]=2)=[CH:4][CH:3]=1.[NH2:16][C:17]1[CH:25]=[CH:24][C:20]([C:21](O)=[O:22])=[CH:19][N:18]=1.F[P-](F)(F)(F)(F)F.N1([P+](N(C)C)(N(C)C)N(C)C)C2C=CC=CC=2N=N1.C(N(CC)CC)C. (2) The reactants are [Cl:1][C:2]1[CH:10]=[C:9]2[C:5]([C:6]([CH:11]=[O:12])=[CH:7][NH:8]2)=[CH:4][C:3]=1[C:13]1[CH:18]=[CH:17][C:16]([C:19]2([C:23]([OH:25])=[O:24])[CH2:22][CH2:21][CH2:20]2)=[CH:15][CH:14]=1.CC(=CC)C.Cl([O-])=[O:32].[Na+].OP([O-])(O)=O.[Na+]. The catalyst is C(#N)C.C(O)(C)(C)C.O. The product is [C:23]([C:19]1([C:16]2[CH:17]=[CH:18][C:13]([C:3]3[CH:4]=[C:5]4[C:9](=[CH:10][C:2]=3[Cl:1])[NH:8][CH:7]=[C:6]4[C:11]([OH:32])=[O:12])=[CH:14][CH:15]=2)[CH2:22][CH2:21][CH2:20]1)([OH:25])=[O:24]. The yield is 0.270. (3) The reactants are [CH3:1][C:2]1([CH3:18])[CH2:7][CH2:6][N:5]([S:8]([C:11]2[CH:17]=[CH:16][C:14]([NH2:15])=[CH:13][CH:12]=2)(=[O:10])=[O:9])[CH2:4][CH2:3]1.[N+:19]([C:22]1[O:26][C:25]([C:27](Cl)=[O:28])=[CH:24][CH:23]=1)([O-:21])=[O:20].C(#N)C. The catalyst is C(Cl)Cl. The product is [CH3:1][C:2]1([CH3:18])[CH2:3][CH2:4][N:5]([S:8]([C:11]2[CH:12]=[CH:13][C:14]([NH:15][C:27]([C:25]3[O:26][C:22]([N+:19]([O-:21])=[O:20])=[CH:23][CH:24]=3)=[O:28])=[CH:16][CH:17]=2)(=[O:9])=[O:10])[CH2:6][CH2:7]1. The yield is 0.630.